Dataset: NCI-60 drug combinations with 297,098 pairs across 59 cell lines. Task: Regression. Given two drug SMILES strings and cell line genomic features, predict the synergy score measuring deviation from expected non-interaction effect. (1) Drug 1: CC=C1C(=O)NC(C(=O)OC2CC(=O)NC(C(=O)NC(CSSCCC=C2)C(=O)N1)C(C)C)C(C)C. Drug 2: C(=O)(N)NO. Cell line: MDA-MB-435. Synergy scores: CSS=48.0, Synergy_ZIP=1.63, Synergy_Bliss=-0.927, Synergy_Loewe=-62.3, Synergy_HSA=-1.83. (2) Drug 1: CC1CCC2CC(C(=CC=CC=CC(CC(C(=O)C(C(C(=CC(C(=O)CC(OC(=O)C3CCCCN3C(=O)C(=O)C1(O2)O)C(C)CC4CCC(C(C4)OC)OCCO)C)C)O)OC)C)C)C)OC. Drug 2: B(C(CC(C)C)NC(=O)C(CC1=CC=CC=C1)NC(=O)C2=NC=CN=C2)(O)O. Cell line: OVCAR-5. Synergy scores: CSS=37.2, Synergy_ZIP=-3.18, Synergy_Bliss=-1.01, Synergy_Loewe=-0.920, Synergy_HSA=-1.20. (3) Drug 1: C1C(C(OC1N2C=NC3=C(N=C(N=C32)Cl)N)CO)O. Drug 2: CC1C(C(CC(O1)OC2CC(OC(C2O)C)OC3=CC4=CC5=C(C(=O)C(C(C5)C(C(=O)C(C(C)O)O)OC)OC6CC(C(C(O6)C)O)OC7CC(C(C(O7)C)O)OC8CC(C(C(O8)C)O)(C)O)C(=C4C(=C3C)O)O)O)O. Cell line: SR. Synergy scores: CSS=75.2, Synergy_ZIP=-1.57, Synergy_Bliss=-1.99, Synergy_Loewe=-5.34, Synergy_HSA=-0.0466. (4) Drug 1: CN(C(=O)NC(C=O)C(C(C(CO)O)O)O)N=O. Drug 2: CC1C(C(CC(O1)OC2CC(CC3=C2C(=C4C(=C3O)C(=O)C5=C(C4=O)C(=CC=C5)OC)O)(C(=O)CO)O)N)O.Cl. Cell line: SR. Synergy scores: CSS=43.6, Synergy_ZIP=-17.9, Synergy_Bliss=-23.9, Synergy_Loewe=-23.1, Synergy_HSA=-17.8.